Dataset: Experimentally validated miRNA-target interactions with 360,000+ pairs, plus equal number of negative samples. Task: Binary Classification. Given a miRNA mature sequence and a target amino acid sequence, predict their likelihood of interaction. (1) The miRNA is mmu-miR-7222-3p with sequence UCCAGGACAGUGGGCAGGAGCAG. The protein sequence of the target gene is MSGFENLNTDFYQTSYSIDDQSQQSYDYGGSGGPYSKQYAGYDYSQQGRFVPPDMMQPQQPYTGQIYQPTQAYTPASPQPFYGNNFEDEPPLLEELGINFDHIWQKTLTVLHPLKVADGSIMNETDLAGPMVFCLAFGATLLLAGKIQFGYVYGISAIGCLGMFCLLNLMSMTGVSFGCVASVLGYCLLPMILLSSFAVIFSLQGMVGIILTAGIIGWCSFSASKIFISALAMEGQQLLVAYPCALLYGVFALISVF. Result: 0 (no interaction). (2) The miRNA is hsa-miR-103b with sequence UCAUAGCCCUGUACAAUGCUGCU. The protein sequence of the target gene is MARFPKADLAAAGVMLLCHFFTDQFQFADGKPGDQILDWQYGVTQAFPHTEEEVEVDSHAYSHRWKRNLDFLKAVDTNRASVGQDSPEPRSFTDLLLDDGQDNNTQIEEDTDHNYYISRIYGPSDSASRDLWVNIDQMEKDKVKIHGILSNTHRQAARVNLSFDFPFYGHFLREITVATGGFIYTGEVVHRMLTATQYIAPLMANFDPSVSRNSTVRYFDNGTALVVQWDHVHLQDNYNLGSFTFQATLLMDGRIIFGYKEIPVLVTQISSTNHPVKVGLSDAFVVVHRIQQIPNVRRRT.... Result: 1 (interaction). (3) The miRNA is mmu-miR-3968 with sequence CGAAUCCCACUCCAGACACCA. The protein sequence of the target gene is MFRWERSIPLRGSAAALCNNLSVLQLPARNLTYFGVVHGPSAQLLSAAPEGVPLAQRQLHAKEGAGVSPPLITQVHWCVLPFRVLLVLTSHRGIQMYESNGYTMVYWHALDSGDASPVQAVFARGIAASGHFICVGTWSGRVLVFDIPAKGPNIVLSEELAGHQMPITDIATEPAQGQDCVADMVTADDSGLLCVWRSGPEFTLLTRIPGFGVPCPSVQLWQGIIAAGYGNGQVHLYEATTGNLHVQINAHARAICALDLASEVGKLLSAGEDTFVHIWKLSRNPESGYIEVEHCHGECV.... Result: 0 (no interaction). (4) The miRNA is hsa-miR-6756-3p with sequence UCCCCUUCCUCCCUGCCCAG. The protein sequence of the target gene is MVLKAFFPTCCVSTDSGLLVGRWVPEQSSAVVLAVLHFPFIPIQVKQLLAQVRQASQVGVAVLGTWCHCRQEPEESLGRFLESLGAVFPHEPWLRLCRERGGTFWSCEATHRQAPTAPGAPGEDQVMLIFYDQRQVLLSQLHLPTVLPDRQAGATTASTGGLAAVFDTVARSEVLFRSDRFDEGPVRLSHWQSEGVEASILAELARRASGPICLLLASLLSLVSAVSACRVFKLWPLSFLGSKLSTCEQLRHRLEHLTLIFSTRKAENPAQLMRKANTVASVLLDVALGLMLLSWLHGRS.... Result: 0 (no interaction).